From a dataset of Reaction yield outcomes from USPTO patents with 853,638 reactions. Predict the reaction yield, written as a fraction of the theoretical maximum amount of product (1.0 means a 100% yield; for example, 0.34 means a 34% yield). The product is [NH2:6][C:7]1[CH:8]=[CH:9][CH:10]=[CH:11][C:1]=1[C:2]([NH:22][CH:20]([C:17]1[CH:18]=[CH:19][C:14]([Cl:13])=[CH:15][CH:16]=1)[CH3:21])=[O:4]. The reactants are [C:1]12[C:7](=[CH:8][CH:9]=[CH:10][CH:11]=1)[NH:6]C(=O)[O:4][C:2]2=O.[Cl:13][C:14]1[CH:19]=[CH:18][C:17]([CH:20]([NH2:22])[CH3:21])=[CH:16][CH:15]=1.C(N(C(C)C)CC)(C)C. The catalyst is C(Cl)Cl.CCOC(C)=O. The yield is 0.140.